This data is from Peptide-MHC class I binding affinity with 185,985 pairs from IEDB/IMGT. The task is: Regression. Given a peptide amino acid sequence and an MHC pseudo amino acid sequence, predict their binding affinity value. This is MHC class I binding data. (1) The peptide sequence is DLGLLYTAKY. The MHC is HLA-A01:01 with pseudo-sequence HLA-A01:01. The binding affinity (normalized) is 0.120. (2) The peptide sequence is KTTIKFHPW. The MHC is HLA-B57:01 with pseudo-sequence HLA-B57:01. The binding affinity (normalized) is 0.504. (3) The peptide sequence is SSIIRSLPK. The binding affinity (normalized) is 0.520. The MHC is HLA-A30:01 with pseudo-sequence HLA-A30:01. (4) The peptide sequence is LIEGTASLS. The MHC is HLA-A30:02 with pseudo-sequence HLA-A30:02. The binding affinity (normalized) is 0.0773. (5) The peptide sequence is RVYLNGIGK. The binding affinity (normalized) is 0.0847. The MHC is HLA-A26:01 with pseudo-sequence HLA-A26:01. (6) The peptide sequence is FPVKPQVPL. The MHC is HLA-B45:01 with pseudo-sequence HLA-B45:01. The binding affinity (normalized) is 0. (7) The peptide sequence is ILATLNTLI. The MHC is HLA-A02:06 with pseudo-sequence HLA-A02:06. The binding affinity (normalized) is 0.658.